Task: Regression. Given a peptide amino acid sequence and an MHC pseudo amino acid sequence, predict their binding affinity value. This is MHC class II binding data.. Dataset: Peptide-MHC class II binding affinity with 134,281 pairs from IEDB (1) The peptide sequence is GSNLLSICKTAEFQMTFHLF. The MHC is H-2-IAd with pseudo-sequence H-2-IAd. The binding affinity (normalized) is 0. (2) The peptide sequence is VHAVKPVTEEPGMAK. The MHC is HLA-DPA10301-DPB10402 with pseudo-sequence HLA-DPA10301-DPB10402. The binding affinity (normalized) is 0.